Dataset: Peptide-MHC class II binding affinity with 134,281 pairs from IEDB. Task: Regression. Given a peptide amino acid sequence and an MHC pseudo amino acid sequence, predict their binding affinity value. This is MHC class II binding data. The peptide sequence is FVHLGHRDNIEDDLL. The MHC is DRB1_1501 with pseudo-sequence DRB1_1501. The binding affinity (normalized) is 0.0968.